From a dataset of Catalyst prediction with 721,799 reactions and 888 catalyst types from USPTO. Predict which catalyst facilitates the given reaction. Reactant: C(NC(C)C)(C)C.C([Li])CCC.[Br:13][C:14]1[CH:19]=[CH:18][CH:17]=[C:16]([CH3:20])[N:15]=1.[CH3:21][C:22]([O:25][C:26](O[C:26]([O:25][C:22]([CH3:24])([CH3:23])[CH3:21])=[O:27])=[O:27])([CH3:24])[CH3:23]. Product: [C:22]([O:25][C:26](=[O:27])[CH2:20][C:16]1[CH:17]=[CH:18][CH:19]=[C:14]([Br:13])[N:15]=1)([CH3:24])([CH3:23])[CH3:21]. The catalyst class is: 134.